From a dataset of Full USPTO retrosynthesis dataset with 1.9M reactions from patents (1976-2016). Predict the reactants needed to synthesize the given product. Given the product [CH:22]([C:21]1[C:16]([N:10]2[C:11]3[CH:12]=[C:4]([CH3:3])[CH:5]=[C:6]([C:13]#[N:14])[C:7]=3[CH:8]=[CH:9]2)=[N:17][C:18]([O:27][CH3:28])=[N:19][C:20]=1[O:25][CH3:26])([CH3:24])[CH3:23], predict the reactants needed to synthesize it. The reactants are: [H-].[Na+].[CH3:3][C:4]1[CH:5]=[C:6]([C:13]#[N:14])[C:7]2[CH:8]=[CH:9][NH:10][C:11]=2[CH:12]=1.Cl[C:16]1[C:21]([CH:22]([CH3:24])[CH3:23])=[C:20]([O:25][CH3:26])[N:19]=[C:18]([O:27][CH3:28])[N:17]=1.